From a dataset of Catalyst prediction with 721,799 reactions and 888 catalyst types from USPTO. Predict which catalyst facilitates the given reaction. (1) Reactant: [CH2:1]([CH:3]([N:6]1[CH2:11][CH2:10][N:9]2[CH:12]=[CH:13][CH:14]=[C:8]2[C:7]1=[O:15])[CH2:4][CH3:5])[CH3:2].[Br:16]N1C(=O)CCC1=O. Product: [Br:16][C:12]1[N:9]2[CH2:10][CH2:11][N:6]([CH:3]([CH2:4][CH3:5])[CH2:1][CH3:2])[C:7](=[O:15])[C:8]2=[CH:14][CH:13]=1. The catalyst class is: 53. (2) Reactant: [Br:1][C:2]1[CH:7]=[CH:6][C:5](/[CH:8]=[C:9](\[CH2:14][NH:15]S(C2C=CC(C)=CC=2)(=O)=O)/[C:10]([O:12][CH3:13])=[O:11])=[CH:4][CH:3]=1.C(OI(OC(=O)C)C1C=CC=CC=1)(=O)C.II.C([O-])([O-])=O.[K+].[K+]. Product: [Br:1][C:2]1[CH:7]=[C:6]2[C:5]([CH:8]=[C:9]([C:10]([O:12][CH3:13])=[O:11])[CH:14]=[N:15]2)=[CH:4][CH:3]=1. The catalyst class is: 839.